The task is: Predict the reactants needed to synthesize the given product.. This data is from Full USPTO retrosynthesis dataset with 1.9M reactions from patents (1976-2016). (1) Given the product [C:27]([C:2]1[C:7]2[N:8]=[C:9]([C:11]3[CH:12]=[CH:13][C:14]([OH:17])=[CH:15][CH:16]=3)[S:10][C:6]=2[CH:5]=[C:4]([OH:19])[CH:3]=1)#[N:28], predict the reactants needed to synthesize it. The reactants are: Br[C:2]1[C:7]2[N:8]=[C:9]([C:11]3[CH:16]=[CH:15][C:14]([O:17]C)=[CH:13][CH:12]=3)[S:10][C:6]=2[CH:5]=[C:4]([O:19]C)[CH:3]=1.IC1[C:27]2[N:28]=C(C3C=CC(OC)=CC=3)SC=2C=C(OC)C=1.[I-].[K+].Cl. (2) Given the product [CH:1]1([CH2:4][NH:5][C:6]([C:7]2[CH:12]=[CH:11][C:10]([CH3:13])=[C:9]([C:14]3[C:23]4[CH2:22][NH:21][C:20](=[O:24])[N:19]([C:25]5[C:30]([F:31])=[CH:29][CH:28]=[CH:27][C:26]=5[F:32])[C:18]=4[N:17]=[C:16]([NH:37][CH:38]4[CH2:39][CH2:40][N:41]([C:44]([O:46][C:47]([CH3:50])([CH3:49])[CH3:48])=[O:45])[CH2:42][CH2:43]4)[N:15]=3)[CH:8]=2)=[O:36])[CH2:3][CH2:2]1, predict the reactants needed to synthesize it. The reactants are: [CH:1]1([CH2:4][NH:5][C:6](=[O:36])[C:7]2[CH:12]=[CH:11][C:10]([CH3:13])=[C:9]([C:14]3[C:23]4[CH2:22][NH:21][C:20](=[O:24])[N:19]([C:25]5[C:30]([F:31])=[CH:29][CH:28]=[CH:27][C:26]=5[F:32])[C:18]=4[N:17]=[C:16](S(C)=O)[N:15]=3)[CH:8]=2)[CH2:3][CH2:2]1.[NH2:37][CH:38]1[CH2:43][CH2:42][N:41]([C:44]([O:46][C:47]([CH3:50])([CH3:49])[CH3:48])=[O:45])[CH2:40][CH2:39]1.